Predict the product of the given reaction. From a dataset of Forward reaction prediction with 1.9M reactions from USPTO patents (1976-2016). Given the reactants C([O:8][C:9]1[CH:14]=[C:13]([N:15]2[CH:19]=[C:18]([F:20])[C:17]([F:21])=[CH:16]2)[CH:12]=[CH:11][C:10]=1[N:22]1[CH:27]=[C:26]([O:28][CH3:29])[C:25](=[O:30])[C:24]([C:31]2[N:35]([C:36]3[CH:41]=[CH:40][CH:39]=[CH:38][CH:37]=3)[N:34]=[CH:33][CH:32]=2)=[N:23]1)C1C=CC=CC=1, predict the reaction product. The product is: [F:21][C:17]1[C:18]([F:20])=[CH:19][N:15]([C:13]2[CH:12]=[CH:11][C:10]([N:22]3[CH:27]=[C:26]([O:28][CH3:29])[C:25](=[O:30])[C:24]([C:31]4[N:35]([C:36]5[CH:41]=[CH:40][CH:39]=[CH:38][CH:37]=5)[N:34]=[CH:33][CH:32]=4)=[N:23]3)=[C:9]([OH:8])[CH:14]=2)[CH:16]=1.